Dataset: Catalyst prediction with 721,799 reactions and 888 catalyst types from USPTO. Task: Predict which catalyst facilitates the given reaction. (1) Reactant: [CH3:1][O:2][CH2:3][CH2:4][NH:5][C:6]1[CH:7]=[CH:8][C:9]([N+:12]([O-])=O)=[N:10][CH:11]=1.[Sn].N. Product: [CH3:1][O:2][CH2:3][CH2:4][NH:5][C:6]1[CH:7]=[CH:8][C:9]([NH2:12])=[N:10][CH:11]=1. The catalyst class is: 201. (2) Reactant: FC(F)(F)C(O)=O.C([O:12][C:13](=[O:46])[C:14]([CH3:45])([CH3:44])[CH2:15][NH:16][C:17]([C:19]1[C:20]([OH:43])=[C:21]2[C:26](=[CH:27][N:28]=1)[N:25]([CH2:29][C:30]1[CH:35]=[CH:34][CH:33]=[CH:32][CH:31]=1)[C:24](=[O:36])[C:23]([C:37]1[CH:42]=[CH:41][CH:40]=[CH:39][CH:38]=1)=[CH:22]2)=[O:18])(C)(C)C. Product: [CH2:29]([N:25]1[C:26]2[C:21](=[C:20]([OH:43])[C:19]([C:17]([NH:16][CH2:15][C:14]([CH3:45])([CH3:44])[C:13]([OH:46])=[O:12])=[O:18])=[N:28][CH:27]=2)[CH:22]=[C:23]([C:37]2[CH:38]=[CH:39][CH:40]=[CH:41][CH:42]=2)[C:24]1=[O:36])[C:30]1[CH:35]=[CH:34][CH:33]=[CH:32][CH:31]=1. The catalyst class is: 2. (3) Reactant: [CH3:1][S:2]([NH2:5])(=[O:4])=[O:3].[H-].[Na+].[F:8][C:9]1[CH:14]=[CH:13][C:12]([CH:15]2[C:24]([CH3:26])([CH3:25])[CH2:23][C:22]3[C:17](=[CH:18][CH:19]=[C:20]([C:27](O)=[O:28])[CH:21]=3)[NH:16]2)=[CH:11][C:10]=1[N:30]1[CH2:35][CH2:34][O:33][CH2:32][CH2:31]1.C(N1C=CN=C1)(N1C=CN=C1)=O. Product: [F:8][C:9]1[CH:14]=[CH:13][C:12]([CH:15]2[C:24]([CH3:26])([CH3:25])[CH2:23][C:22]3[C:17](=[CH:18][CH:19]=[C:20]([C:27]([NH:5][S:2]([CH3:1])(=[O:4])=[O:3])=[O:28])[CH:21]=3)[NH:16]2)=[CH:11][C:10]=1[N:30]1[CH2:31][CH2:32][O:33][CH2:34][CH2:35]1. The catalyst class is: 9. (4) Reactant: Cl.[Br:2][C:3]1[CH:4]=[C:5]([CH:8]=[CH:9][CH:10]=1)[CH2:6][NH2:7].CCN(C(C)C)C(C)C.[CH:20]1([C:23](Cl)=[O:24])[CH2:22][CH2:21]1. Product: [Br:2][C:3]1[CH:4]=[C:5]([CH:8]=[CH:9][CH:10]=1)[CH2:6][NH:7][C:23]([CH:20]1[CH2:22][CH2:21]1)=[O:24]. The catalyst class is: 4. (5) Reactant: [F:1][C:2]1[CH:3]=[C:4]([OH:29])[CH:5]=[CH:6][C:7]=1[C:8]1[N:13]=[C:12]2[NH:14][N:15]=[C:16]([CH3:17])[C:11]2=[C:10]([CH2:18][N:19]2[CH2:24][C:23]([CH3:26])([CH3:25])[NH:22][CH2:21][C:20]2([CH3:28])[CH3:27])[CH:9]=1.CCN(C(C)C)C(C)C.Br[CH2:40][C:41]([O:43][CH3:44])=[O:42].C(OCC)(=O)C. Product: [CH3:44][O:43][C:41](=[O:42])[CH2:40][N:22]1[CH2:21][C:20]([CH3:28])([CH3:27])[N:19]([CH2:18][C:10]2[CH:9]=[C:8]([C:7]3[CH:6]=[CH:5][C:4]([OH:29])=[CH:3][C:2]=3[F:1])[N:13]=[C:12]3[NH:14][N:15]=[C:16]([CH3:17])[C:11]=23)[CH2:24][C:23]1([CH3:25])[CH3:26]. The catalyst class is: 20. (6) Reactant: I[C:2]1[C:7]([N:8]([CH3:15])[C:9](=[O:14])[C:10]([F:13])([F:12])[F:11])=[C:6]([I:16])[N:5]=[CH:4][N:3]=1.[NH2:17][C:18]1[CH:32]=[CH:31][C:21]([O:22][C:23]2[CH:24]=[C:25]([CH:28]=[CH:29][CH:30]=2)[C:26]#[N:27])=[C:20]([Cl:33])[CH:19]=1.C(=O)([O-])O.[Na+]. Product: [Cl:33][C:20]1[CH:19]=[C:18]([NH:17][C:2]2[C:7]([N:8]([CH3:15])[C:9](=[O:14])[C:10]([F:13])([F:12])[F:11])=[C:6]([I:16])[N:5]=[CH:4][N:3]=2)[CH:32]=[CH:31][C:21]=1[O:22][C:23]1[CH:30]=[CH:29][CH:28]=[C:25]([C:26]#[N:27])[CH:24]=1. The catalyst class is: 60. (7) Product: [CH3:16][O:17][CH2:18][CH2:25][O:31][CH2:15][CH2:10][O:9][CH2:7][CH3:8].[C:1]([O:6][CH:7]([O:9][CH:10]1[CH2:11][CH2:12][CH2:13][CH2:14][CH2:15]1)[CH3:8])(=[O:5])[C:2]([CH3:4])=[CH2:3].[CH3:16][O:17][C:18]1[CH:25]=[CH:24][C:21]([CH:22]=[CH2:23])=[CH:20][CH:19]=1. The catalyst class is: 194. Reactant: [C:1]([O:6][CH:7]([O:9][CH:10]1[CH2:15][CH2:14][CH2:13][CH2:12][CH2:11]1)[CH3:8])(=[O:5])[C:2]([CH3:4])=[CH2:3].[CH3:16][O:17][C:18]1[CH:25]=[CH:24][C:21]([CH:22]=[CH2:23])=[CH:20][CH:19]=1.C(C(C)=[O:31])C(C)C.N(C(C)(CC)C([O-])=O)=NC(C)(CC)C([O-])=O.